This data is from Catalyst prediction with 721,799 reactions and 888 catalyst types from USPTO. The task is: Predict which catalyst facilitates the given reaction. (1) Product: [ClH:29].[ClH:29].[N+:25]([C:23]1[C:22]([NH2:28])=[N:21][CH:20]=[C:19]([C:16]2[CH:17]=[CH:18][C:7]3[O:6][CH2:5][CH2:11][NH:10][CH2:9][C:8]=3[CH:15]=2)[CH:24]=1)([O-:27])=[O:26]. Reactant: CC([CH:5]1[CH2:11][N:10](C([O-])=O)[CH2:9][C:8]2[CH:15]=[C:16]([C:19]3[CH:20]=[N:21][C:22]([NH2:28])=[C:23]([N+:25]([O-:27])=[O:26])[CH:24]=3)[CH:17]=[CH:18][C:7]=2[O:6]1)(C)C.[ClH:29]. The catalyst class is: 71. (2) Reactant: CCOC(C)=O.CO.[N:9]1([CH:14]2[CH2:19][CH2:18][NH:17][CH2:16][CH2:15]2)[CH2:13][CH2:12][CH2:11][CH2:10]1.[CH3:20][O:21][C:22]1[CH:27]=[CH:26][C:25]([S:28](Cl)(=[O:30])=[O:29])=[CH:24][CH:23]=1. Product: [CH3:20][O:21][C:22]1[CH:23]=[CH:24][C:25]([S:28]([N:17]2[CH2:18][CH2:19][CH:14]([N:9]3[CH2:13][CH2:12][CH2:11][CH2:10]3)[CH2:15][CH2:16]2)(=[O:30])=[O:29])=[CH:26][CH:27]=1. The catalyst class is: 2. (3) Reactant: [Cl:1][C:2]1[CH:7]=[CH:6][C:5]([O:8][C:9]2[CH:14]=[CH:13][C:12]([CH2:15][CH2:16][NH2:17])=[CH:11][CH:10]=2)=[CH:4][C:3]=1[C:18]([F:21])([F:20])[F:19].[Cl:1][C:2]1[CH:7]=[CH:6][C:5]([O:8][C:9]2[CH:10]=[CH:11][C:12]([CH2:15][CH2:16][NH2:17])=[CH:13][CH:14]=2)=[CH:4][C:3]=1[C:18]([F:19])([F:20])[F:21].[N+](N[C:47]1[NH:48][CH:49]=[C:50]([CH2:54][C:55]2[CH:56]=[N:57][CH:58]=[N:59][CH:60]=2)[C:51](=[O:53])[N:52]=1)([O-])=O. Product: [Cl:1][C:2]1[CH:7]=[CH:6][C:5]([O:8][C:9]2[CH:10]=[CH:11][C:12]([CH2:15][CH2:16][NH:17][C:47]3[NH:48][CH:49]=[C:50]([CH2:54][C:55]4[CH:56]=[N:57][N:59]([CH3:58])[CH:60]=4)[C:51](=[O:53])[N:52]=3)=[CH:13][CH:14]=2)=[CH:4][C:3]=1[C:18]([F:19])([F:20])[F:21]. The catalyst class is: 8. (4) Reactant: [C:1]([OH:9])(=O)[C:2]1[CH:7]=[CH:6][CH:5]=[N:4][CH:3]=1.[NH2:10][CH2:11][CH2:12][S:13][S:14][CH2:15][CH2:16][NH:17][C:18](=[O:24])[O:19][C:20]([CH3:23])([CH3:22])[CH3:21].CCN=C=NCCCN(C)C. Product: [C:1]([NH:10][CH2:11][CH2:12][S:13][S:14][CH2:15][CH2:16][NH:17][C:18](=[O:24])[O:19][C:20]([CH3:22])([CH3:21])[CH3:23])(=[O:9])[C:2]1[CH:7]=[CH:6][CH:5]=[N:4][CH:3]=1. The catalyst class is: 210. (5) Reactant: [F:1][C:2]1[CH:3]=[CH:4][C:5]([NH:8][NH2:9])=[N:6][CH:7]=1.[F:10][C@H:11]1[CH2:15][N:14]([CH3:16])[C@H:13]([C:17](O)=[O:18])[CH2:12]1.C1C=CC2N(O)N=NC=2C=1.C(Cl)CCl. Product: [F:1][C:2]1[CH:3]=[CH:4][C:5]([NH:8][NH:9][C:17]([C@@H:13]2[CH2:12][C@@H:11]([F:10])[CH2:15][N:14]2[CH3:16])=[O:18])=[N:6][CH:7]=1. The catalyst class is: 606. (6) Reactant: C([O:9][C@@H:10]1[C@H:14]([O:15]C(=O)C2C=CC=CC=2)[C@@H:13]([CH2:24][O:25]C(=O)C2C=CC=CC=2)[O:12][CH:11]1[C:34]([OH:36])=O)(=O)C1C=CC=CC=1.C1(P(C2C=CC=CC=2)C2C=CC=CC=2)C=CC=CC=1.C1C=C(SSC2N=CC=CC=2)N=CC=1.[F:70][C:71]1[CH:72]=[C:73]([CH:76]=[CH:77][CH:78]=1)[NH:74][CH3:75]. Product: [F:70][C:71]1[CH:72]=[C:73]([N:74]([CH3:75])[C:34]([CH:11]2[C@H:10]([OH:9])[C@H:14]([OH:15])[C@@H:13]([CH2:24][OH:25])[O:12]2)=[O:36])[CH:76]=[CH:77][CH:78]=1. The catalyst class is: 1.